Dataset: Catalyst prediction with 721,799 reactions and 888 catalyst types from USPTO. Task: Predict which catalyst facilitates the given reaction. (1) Reactant: [O:1]([C:8]1[CH:13]=[CH:12][C:11]([S:14]([NH:17][C:18]2[C:23]([N:24]3[CH2:29][CH2:28][NH:27][CH2:26][CH2:25]3)=[N:22][CH:21]=[CH:20][N:19]=2)(=[O:16])=[O:15])=[CH:10][CH:9]=1)[C:2]1[CH:7]=[CH:6][CH:5]=[CH:4][CH:3]=1.Cl.Cl[CH2:32][C:33]1[CH:42]=[CH:41][C:40]2[C:35](=[CH:36][CH:37]=[CH:38][CH:39]=2)[N:34]=1.CCN(C(C)C)C(C)C. Product: [O:1]([C:8]1[CH:13]=[CH:12][C:11]([S:14]([NH:17][C:18]2[C:23]([N:24]3[CH2:29][CH2:28][N:27]([CH2:32][C:33]4[CH:42]=[CH:41][C:40]5[C:35](=[CH:36][CH:37]=[CH:38][CH:39]=5)[N:34]=4)[CH2:26][CH2:25]3)=[N:22][CH:21]=[CH:20][N:19]=2)(=[O:16])=[O:15])=[CH:10][CH:9]=1)[C:2]1[CH:7]=[CH:6][CH:5]=[CH:4][CH:3]=1. The catalyst class is: 35. (2) Reactant: [CH3:1][C:2]([N+:6]([O-:8])=[O:7])([CH3:5])[CH2:3][OH:4].C(N(CC)CC)C.[CH3:16][S:17](Cl)(=[O:19])=[O:18]. Product: [CH3:1][C:2]([N+:6]([O-:8])=[O:7])([CH3:5])[CH2:3][O:4][S:17]([CH3:16])(=[O:19])=[O:18]. The catalyst class is: 4. (3) Reactant: [OH:1][C:2]1[CH:7]=[CH:6][CH:5]=[CH:4][C:3]=1[CH2:8][C:9]([O:11][CH2:12][C:13]1[CH:18]=[CH:17][C:16]([O:19][CH3:20])=[CH:15][CH:14]=1)=[O:10].CN(C1C=CC=CN=1)C.[C:30]([NH:40][C@H:41]([C:45](O)=[O:46])[CH:42]([CH3:44])[CH3:43])([O:32][CH2:33][C:34]1[CH:39]=[CH:38][CH:37]=[CH:36][CH:35]=1)=[O:31]. Product: [C:30]([NH:40][C@H:41]([C:45]([O:1][C:2]1[CH:7]=[CH:6][CH:5]=[CH:4][C:3]=1[CH2:8][C:9]([O:11][CH2:12][C:13]1[CH:14]=[CH:15][C:16]([O:19][CH3:20])=[CH:17][CH:18]=1)=[O:10])=[O:46])[CH:42]([CH3:44])[CH3:43])([O:32][CH2:33][C:34]1[CH:39]=[CH:38][CH:37]=[CH:36][CH:35]=1)=[O:31]. The catalyst class is: 4. (4) Reactant: [Br:1][C:2]1[CH:7]=[C:6](C)[C:5]([N:9]2[CH2:13][CH2:12][NH:11][C:10]2=[O:14])=[C:4]([CH2:15][CH3:16])[CH:3]=1.[H-].[Na+].Br[CH2:20][C:21]([O:23][CH2:24][CH3:25])=[O:22]. Product: [Br:1][C:2]1[CH:7]=[CH:6][C:5]([N:9]2[CH2:13][CH2:12][N:11]([CH2:20][C:21]([O:23][CH2:24][CH3:25])=[O:22])[C:10]2=[O:14])=[C:4]([CH2:15][CH3:16])[CH:3]=1. The catalyst class is: 3.